This data is from Peptide-MHC class II binding affinity with 134,281 pairs from IEDB. The task is: Regression. Given a peptide amino acid sequence and an MHC pseudo amino acid sequence, predict their binding affinity value. This is MHC class II binding data. (1) The binding affinity (normalized) is 0.390. The peptide sequence is RMAEAEMVIHHQHVQ. The MHC is HLA-DQA10501-DQB10402 with pseudo-sequence HLA-DQA10501-DQB10402. (2) The peptide sequence is TKPEACSGEPVVVHI. The MHC is HLA-DQA10102-DQB10602 with pseudo-sequence HLA-DQA10102-DQB10602. The binding affinity (normalized) is 0. (3) The peptide sequence is GFAPAAAQAVETAAQ. The MHC is HLA-DQA10101-DQB10501 with pseudo-sequence HLA-DQA10101-DQB10501. The binding affinity (normalized) is 0.0117. (4) The peptide sequence is NTTIAVSTANIFRGS. The MHC is DRB1_1302 with pseudo-sequence DRB1_1302. The binding affinity (normalized) is 0.937. (5) The peptide sequence is AARFVRRDGRRGGGR. The MHC is DRB1_1302 with pseudo-sequence DRB1_1302. The binding affinity (normalized) is 0.375. (6) The peptide sequence is VIIMDEAHFLDPASI. The MHC is DRB1_0301 with pseudo-sequence DRB1_0301. The binding affinity (normalized) is 0.763.